This data is from Full USPTO retrosynthesis dataset with 1.9M reactions from patents (1976-2016). The task is: Predict the reactants needed to synthesize the given product. Given the product [Cl:16][C:4]1[C:5]2[C:6](=[N:7][C:8]([S:11][CH3:12])=[N:9][CH:10]=2)[N:2]([CH3:1])[N:3]=1, predict the reactants needed to synthesize it. The reactants are: [CH3:1][N:2]1[C:6]2=[N:7][C:8]([S:11][CH3:12])=[N:9][CH:10]=[C:5]2[C:4](=O)[NH:3]1.P(Cl)(Cl)([Cl:16])=O.[OH-].[NH4+].